Dataset: CYP2C9 inhibition data for predicting drug metabolism from PubChem BioAssay. Task: Regression/Classification. Given a drug SMILES string, predict its absorption, distribution, metabolism, or excretion properties. Task type varies by dataset: regression for continuous measurements (e.g., permeability, clearance, half-life) or binary classification for categorical outcomes (e.g., BBB penetration, CYP inhibition). Dataset: cyp2c9_veith. (1) The molecule is COc1ccc(-c2nc3cnc(Nc4cccc(OC)c4)nc3n(C[C@H]3CCCO3)c2=O)cc1. The result is 0 (non-inhibitor). (2) The compound is S=c1nc[nH]c2c1ncn2Cc1ccco1. The result is 0 (non-inhibitor). (3) The molecule is COCCNc1ncnc2ccc(-c3ccccc3C)cc12. The result is 0 (non-inhibitor). (4) The drug is COc1cc(Br)cc(/C=N/NC(=O)C(C)n2cc([N+](=O)[O-])c(OC)n2)c1O. The result is 1 (inhibitor). (5) The molecule is c1ccc2c(c1)Sc1ccccc1N2C[C@H]1CN2CCC1CC2. The result is 0 (non-inhibitor).